This data is from Reaction yield outcomes from USPTO patents with 853,638 reactions. The task is: Predict the reaction yield, written as a fraction of the theoretical maximum amount of product (1.0 means a 100% yield; for example, 0.34 means a 34% yield). (1) The reactants are Cl[C:2]1[C:7]([CH:8]([CH2:13][CH2:14][CH3:15])[C:9]([O:11][CH3:12])=[O:10])=[C:6]([CH3:16])[N:5]=[C:4]([N:17]2[CH2:22][CH2:21][CH2:20][CH2:19][CH2:18]2)[N:3]=1.C(N(CC)C(C)C)(C)C.[F:32][C:33]1[CH:38]=[C:37]([F:39])[CH:36]=[CH:35][C:34]=1B(O)O. The catalyst is COCCOC.O.C1C=CC([P]([Pd]([P](C2C=CC=CC=2)(C2C=CC=CC=2)C2C=CC=CC=2)([P](C2C=CC=CC=2)(C2C=CC=CC=2)C2C=CC=CC=2)[P](C2C=CC=CC=2)(C2C=CC=CC=2)C2C=CC=CC=2)(C2C=CC=CC=2)C2C=CC=CC=2)=CC=1. The product is [F:32][C:33]1[CH:38]=[C:37]([F:39])[CH:36]=[CH:35][C:34]=1[C:2]1[C:7]([CH:8]([CH2:13][CH2:14][CH3:15])[C:9]([O:11][CH3:12])=[O:10])=[C:6]([CH3:16])[N:5]=[C:4]([N:17]2[CH2:22][CH2:21][CH2:20][CH2:19][CH2:18]2)[N:3]=1. The yield is 0.550. (2) The reactants are [CH3:1][C:2]([C:6]1[NH:7][C:8](=[O:12])[CH:9]=[CH:10][CH:11]=1)([CH3:5])[C:3]#[N:4].Cl[C:14]([F:20])([F:19])C(OC)=O.C(=O)([O-])[O-].[Cs+].[Cs+]. The catalyst is CN(C=O)C. The product is [F:19][CH:14]([F:20])[O:12][C:8]1[N:7]=[C:6]([C:2]([CH3:1])([CH3:5])[C:3]#[N:4])[CH:11]=[CH:10][CH:9]=1. The yield is 0.570. (3) The reactants are Br[C:2]1[CH:3]=[C:4]([N:11]2[CH2:16][CH2:15][N:14]([CH3:17])[CH2:13][CH2:12]2)[CH:5]=[CH:6][C:7]=1[N+:8]([O-:10])=[O:9].C([O-])([O-])=O.[K+].[K+].CC1(C)C(C)(C)OB([C:32]2[CH2:33][CH2:34][O:35][CH2:36][CH:37]=2)O1. The catalyst is O1CCOCC1. The product is [O:35]1[CH2:34][CH:33]=[C:32]([C:2]2[CH:3]=[C:4]([N:11]3[CH2:16][CH2:15][N:14]([CH3:17])[CH2:13][CH2:12]3)[CH:5]=[CH:6][C:7]=2[N+:8]([O-:10])=[O:9])[CH2:37][CH2:36]1. The yield is 0.360. (4) The yield is 0.830. The product is [CH2:1]([O:8][C:9]([N:11]1[CH2:12][CH:13]=[C:14]([C:18]([C:21]([O:23][CH2:24][CH3:25])=[O:22])([CH3:20])[CH3:19])[CH2:15][CH2:16]1)=[O:10])[C:2]1[CH:3]=[CH:4][CH:5]=[CH:6][CH:7]=1. The reactants are [CH2:1]([O:8][C:9]([N:11]1[CH2:16][CH2:15][C:14]([C:18]([C:21]([O:23][CH2:24][CH3:25])=[O:22])([CH3:20])[CH3:19])(O)[CH2:13][CH2:12]1)=[O:10])[C:2]1[CH:7]=[CH:6][CH:5]=[CH:4][CH:3]=1.[OH-].COC(NS([N+](CC)(CC)CC)(=O)=O)=O. The catalyst is C1(C)C=CC=CC=1. (5) The reactants are [CH3:1][O:2][C:3](=[O:21])[C:4]1[CH:9]=[CH:8][C:7]([O:10]C)=[N:6][C:5]=1[NH:12][C:13]1[CH:18]=[CH:17][C:16]([Br:19])=[CH:15][C:14]=1[F:20].C(O)(=O)C.Br. The catalyst is CCOC(C)=O. The product is [CH3:1][O:2][C:3]([C:4]1[CH:9]=[CH:8][C:7](=[O:10])[NH:6][C:5]=1[NH:12][C:13]1[CH:18]=[CH:17][C:16]([Br:19])=[CH:15][C:14]=1[F:20])=[O:21]. The yield is 0.790. (6) The reactants are [Cl:1][C:2]1[N:7]=[C:6](Cl)[CH:5]=[CH:4][N:3]=1.[CH3:9][O:10][CH2:11][CH2:12][CH2:13][OH:14].C(=O)([O-])[O-].[Cs+].[Cs+]. The catalyst is CN(C=O)C.[Cl-].[Na+].O. The product is [Cl:1][C:2]1[N:7]=[C:6]([O:14][CH2:13][CH2:12][CH2:11][O:10][CH3:9])[CH:5]=[CH:4][N:3]=1. The yield is 0.330. (7) The reactants are Br[CH:2]([CH2:4][CH3:5])[CH3:3].C(=O)([O-])[O-].[Cs+].[Cs+].[OH:12][C:13]1[CH:18]=[CH:17][C:16]([C:19]2[C:24](=[O:25])[N:23]([CH2:26][C:27]3[CH:32]=[CH:31][C:30]([C:33]4[C:34]([C:39]#[N:40])=[CH:35][CH:36]=[CH:37][CH:38]=4)=[CH:29][CH:28]=3)[C:22]([CH2:41][CH2:42][CH3:43])=[N:21][C:20]=2[CH3:44])=[CH:15][CH:14]=1. The catalyst is CN(C)C=O.C(OCC)(=O)C. The product is [CH:2]([O:12][C:13]1[CH:14]=[CH:15][C:16]([C:19]2[C:24](=[O:25])[N:23]([CH2:26][C:27]3[CH:32]=[CH:31][C:30]([C:33]4[C:34]([C:39]#[N:40])=[CH:35][CH:36]=[CH:37][CH:38]=4)=[CH:29][CH:28]=3)[C:22]([CH2:41][CH2:42][CH3:43])=[N:21][C:20]=2[CH3:44])=[CH:17][CH:18]=1)([CH2:4][CH3:5])[CH3:3]. The yield is 0.890. (8) The reactants are CN(C=[O:5])C.O=O.[CH3:8][C:9]1[CH:16]=[CH:15][C:12]([CH:13]=[CH2:14])=[CH:11][CH:10]=1.[C:17]1([Mg]Br)[CH:22]=[CH:21][CH:20]=[CH:19][CH:18]=1. The catalyst is Cl[Pd]Cl.Cl[Cu].O. The product is [C:17]1([C:13]([C:12]2[CH:15]=[CH:16][C:9]([CH3:8])=[CH:10][CH:11]=2)([OH:5])[CH3:14])[CH:22]=[CH:21][CH:20]=[CH:19][CH:18]=1. The yield is 0.620.